From a dataset of Full USPTO retrosynthesis dataset with 1.9M reactions from patents (1976-2016). Predict the reactants needed to synthesize the given product. (1) Given the product [CH2:15]([N:22]1[CH:27]2[CH2:28][CH2:29][CH:23]1[CH:24]=[C:25]([C:6]1[CH:5]=[C:4]([CH:9]=[CH:8][CH:7]=1)[C:1]([NH2:2])=[O:3])[CH2:26]2)[C:16]1[CH:21]=[CH:20][CH:19]=[CH:18][CH:17]=1, predict the reactants needed to synthesize it. The reactants are: [C:1]([C:4]1[CH:5]=[C:6](B(O)O)[CH:7]=[CH:8][CH:9]=1)(=[O:3])[NH2:2].[F-].[K+].[CH2:15]([N:22]1[CH:27]2[CH2:28][CH2:29][CH:23]1[CH:24]=[C:25](OS(C(F)(F)F)(=O)=O)[CH2:26]2)[C:16]1[CH:21]=[CH:20][CH:19]=[CH:18][CH:17]=1. (2) Given the product [CH2:1]([N:3]1[C:7]([O:8][S:24]([C:27]([F:30])([F:29])[F:28])(=[O:26])=[O:25])=[CH:6][C:5]([C:9]2[CH:14]=[CH:13][CH:12]=[CH:11][N:10]=2)=[N:4]1)[CH3:2], predict the reactants needed to synthesize it. The reactants are: [CH2:1]([N:3]1[C:7]([OH:8])=[CH:6][C:5]([C:9]2[CH:14]=[CH:13][CH:12]=[CH:11][N:10]=2)=[N:4]1)[CH3:2].[H-].[Na+].C1C=CC(N([S:24]([C:27]([F:30])([F:29])[F:28])(=[O:26])=[O:25])[S:24]([C:27]([F:30])([F:29])[F:28])(=[O:26])=[O:25])=CC=1.O. (3) Given the product [I:23][C:24]1[CH:32]=[CH:31][CH:30]=[CH:29][C:25]=1[C:26]([NH:13][C@@H:10]1[CH2:11][CH2:12][C@@H:9]1[C:4]1[CH:5]=[CH:6][CH:7]=[CH:8][C:3]=1[C:2]([F:14])([F:15])[F:1])=[O:27], predict the reactants needed to synthesize it. The reactants are: [F:1][C:2]([F:15])([F:14])[C:3]1[CH:8]=[CH:7][CH:6]=[CH:5][C:4]=1[CH:9]1[CH2:12][CH2:11][CH:10]1[NH2:13].C(N(CC)CC)C.[I:23][C:24]1[CH:32]=[CH:31][CH:30]=[CH:29][C:25]=1[C:26](O)=[O:27].CN(C(ON1N=NC2C=CC=NC1=2)=[N+](C)C)C.F[P-](F)(F)(F)(F)F. (4) Given the product [C:29]([N:37]1[CH2:42][CH2:41][N:40]([C:26](=[O:28])[CH2:25][C:23]#[N:24])[C@H:39]([CH3:43])[CH2:38]1)(=[O:36])[C:30]1[CH:31]=[CH:32][CH:33]=[CH:34][CH:35]=1, predict the reactants needed to synthesize it. The reactants are: C1CCC(N=C=NC2CCCCC2)CC1.C(N(CC)CC)C.[C:23]([CH2:25][C:26]([OH:28])=O)#[N:24].[C:29]([N:37]1[CH2:42][CH2:41][NH:40][C@H:39]([CH3:43])[CH2:38]1)(=[O:36])[C:30]1[CH:35]=[CH:34][CH:33]=[CH:32][CH:31]=1. (5) Given the product [CH3:8][C:9]1[C:18]2[C:13](=[CH:14][CH:15]=[CH:16][CH:17]=2)[N:12]=[C:11]([NH:19][C:20]([NH2:2])=[NH:21])[N:10]=1, predict the reactants needed to synthesize it. The reactants are: [Cl-].[NH4+:2].[Cl-].C[Al](C)C.[CH3:8][C:9]1[C:18]2[C:13](=[CH:14][CH:15]=[CH:16][CH:17]=2)[N:12]=[C:11]([NH:19][C:20]#[N:21])[N:10]=1. (6) Given the product [F:1][C:2]1[CH:7]=[CH:6][C:5]([F:8])=[CH:4][C:3]=1[C@@H:9]1[C@@H:14]([NH2:15])[CH2:13][C@@H:12]([N:23]2[CH2:28][CH2:27][N:26]3[N:29]=[C:30]([C:32]([F:34])([F:33])[F:35])[N:31]=[C:25]3[CH2:24]2)[CH2:11][N:10]1[CH3:37], predict the reactants needed to synthesize it. The reactants are: [F:1][C:2]1[CH:7]=[CH:6][C:5]([F:8])=[CH:4][C:3]=1[C@@H:9]1[C@@H:14]([NH:15]C(=O)OC(C)(C)C)[CH2:13][C@@H:12]([N:23]2[CH2:28][CH2:27][N:26]3[N:29]=[C:30]([C:32]([F:35])([F:34])[F:33])[N:31]=[C:25]3[CH2:24]2)[C:11](=O)[N:10]1[CH3:37].CO. (7) Given the product [Cl:58][C:59]1[CH:60]=[C:61]([N:65]2[C:69]([CH2:70][NH:71][C:13](=[O:15])[CH:12]([C:4]3[CH:5]=[CH:6][C:7]([S:8]([CH3:11])(=[O:9])=[O:10])=[C:2]([F:1])[CH:3]=3)[CH3:16])=[CH:68][C:67]([C:72]([F:73])([F:74])[F:75])=[N:66]2)[CH:62]=[CH:63][CH:64]=1, predict the reactants needed to synthesize it. The reactants are: [F:1][C:2]1[CH:3]=[C:4]([CH:12]([CH3:16])[C:13]([OH:15])=O)[CH:5]=[CH:6][C:7]=1[S:8]([CH3:11])(=[O:10])=[O:9].ON1C2C=CC=CC=2N=N1.F[B-](F)(F)F.N1(OC(N(C)C)=[N+](C)C)C2C=CC=CC=2N=N1.C(N(C(C)C)C(C)C)C.[Cl:58][C:59]1[CH:60]=[C:61]([N:65]2[C:69]([CH2:70][NH2:71])=[CH:68][C:67]([C:72]([F:75])([F:74])[F:73])=[N:66]2)[CH:62]=[CH:63][CH:64]=1.